Predict the reactants needed to synthesize the given product. From a dataset of Full USPTO retrosynthesis dataset with 1.9M reactions from patents (1976-2016). (1) Given the product [CH3:22][C:7]1([CH3:6])[C:11](=[O:12])[N:10]([C@@H:13]([CH2:17][CH:18]([CH3:19])[CH3:20])[C:14]([OH:16])=[O:15])[C:9](=[O:21])[N:8]1[CH2:4][C:3]1[CH:23]=[CH:24][C:28]([NH:27][C:26]([NH:25][C:42]2[CH:41]=[CH:46][CH:58]=[CH:45][C:43]=2[CH3:44])=[O:38])=[C:1]([O:56][CH3:51])[CH:2]=1, predict the reactants needed to synthesize it. The reactants are: [CH2:1]([Li])[CH2:2][CH2:3][CH3:4].[CH3:6][C:7]1([CH3:22])[C:11](=[O:12])[N:10]([C@@H:13]([CH2:17][CH:18]([CH3:20])[CH3:19])[C:14]([OH:16])=[O:15])[C:9](=[O:21])[NH:8]1.[CH3:23][C:24]1(C)[C:28](=O)[N:27]([C@@H](CC2CC2)C(O)=O)[C:26](=[O:38])[NH:25]1.N[C@H:41]([C:46](O)=O)[CH2:42][CH:43]([CH3:45])[CH3:44].CN1CCN(C)[C:51]1=[O:56].Cl.[CH2:58]1COCC1. (2) Given the product [CH3:25][N:26]1[CH2:31][CH2:30][N:29]([C:2]2[CH:7]=[CH:6][N:5]=[C:4]([C:8]3[CH:13]=[C:12]([OH:14])[CH:11]=[C:10]([CH2:15][N:16]([CH3:24])[CH2:17][C:18]4[CH:23]=[CH:22][CH:21]=[CH:20][N:19]=4)[N:9]=3)[CH:3]=2)[CH2:28][CH2:27]1, predict the reactants needed to synthesize it. The reactants are: Cl[C:2]1[CH:7]=[CH:6][N:5]=[C:4]([C:8]2[CH:13]=[C:12]([OH:14])[CH:11]=[C:10]([CH2:15][N:16]([CH3:24])[CH2:17][C:18]3[CH:23]=[CH:22][CH:21]=[CH:20][N:19]=3)[N:9]=2)[CH:3]=1.[CH3:25][N:26]1[CH2:31][CH2:30][NH:29][CH2:28][CH2:27]1. (3) The reactants are: Cl.[F:2][C:3]([F:14])([F:13])[C:4]1[N:9]=[CH:8][C:7]([C@H:10]([NH2:12])[CH3:11])=[CH:6][CH:5]=1.[C:15](O[C:15]([O:17][C:18]([CH3:21])([CH3:20])[CH3:19])=[O:16])([O:17][C:18]([CH3:21])([CH3:20])[CH3:19])=[O:16].C(N(CC)CC)C.[Cl-].[NH4+]. Given the product [F:14][C:3]([F:13])([F:2])[C:4]1[N:9]=[CH:8][C:7]([C@H:10]([NH:12][C:15](=[O:16])[O:17][C:18]([CH3:21])([CH3:20])[CH3:19])[CH3:11])=[CH:6][CH:5]=1, predict the reactants needed to synthesize it. (4) Given the product [Br:1][C:2]1[C:11]2[C:6](=[CH:7][CH:8]=[CH:9][CH:10]=2)[CH:5]=[CH:4][C:3]=1[CH:12]([OH:14])[CH3:13], predict the reactants needed to synthesize it. The reactants are: [Br:1][C:2]1[C:11]2[C:6](=[CH:7][CH:8]=[CH:9][CH:10]=2)[CH:5]=[CH:4][C:3]=1[C:12](=[O:14])[CH3:13].[BH4-].[Na+]. (5) Given the product [Na+:33].[Na+:33].[NH2:1][C:4]1[CH:12]=[CH:11][C:7]([C:8]([NH:13][C:14]2[CH:15]=[CH:16][C:17]([CH2:18][CH:19]([C:20]([O-:22])=[O:21])[C:24]([O-:26])=[O:25])=[CH:28][CH:29]=2)=[O:9])=[CH:6][CH:5]=1, predict the reactants needed to synthesize it. The reactants are: [N+:1]([C:4]1[CH:12]=[CH:11][C:7]([C:8](Cl)=[O:9])=[CH:6][CH:5]=1)([O-])=O.[NH2:13][C:14]1[CH:29]=[CH:28][C:17]([CH:18]=[C:19]([C:24]([O:26]C)=[O:25])[C:20]([O:22]C)=[O:21])=[CH:16][CH:15]=1.[H][H].[OH-].[Na+:33]. (6) Given the product [NH2:27][C:23]1([C:20]2[CH:19]=[CH:18][C:17]([C:9]3[O:8][C:5]4[CH:6]=[CH:7][N:2]([CH3:1])[C:3](=[O:35])[C:4]=4[C:10]=3[C:11]3[CH:16]=[CH:15][CH:14]=[CH:13][CH:12]=3)=[CH:22][CH:21]=2)[CH2:24][CH2:25][CH2:26]1, predict the reactants needed to synthesize it. The reactants are: [CH3:1][N:2]1[CH:7]=[CH:6][C:5]2[O:8][C:9]([C:17]3[CH:22]=[CH:21][C:20]([C:23]4([NH:27]C(=O)OC(C)(C)C)[CH2:26][CH2:25][CH2:24]4)=[CH:19][CH:18]=3)=[C:10]([C:11]3[CH:16]=[CH:15][CH:14]=[CH:13][CH:12]=3)[C:4]=2[C:3]1=[O:35].C(O)(C(F)(F)F)=O. (7) Given the product [O:1]1[C:5]2[CH:6]=[CH:7][C:8]([C:10]3([C:13]([NH:29][C:25]4[CH:26]=[C:27]5[C:22](=[CH:23][C:24]=4[F:32])[N:21]([CH2:6][C@@H:5]([OH:1])[CH2:4][OH:3])[C:20]([C:16]([CH3:19])([CH3:18])[CH3:17])=[CH:28]5)=[O:15])[CH2:11][CH2:12]3)=[CH:9][C:4]=2[O:3][CH2:2]1, predict the reactants needed to synthesize it. The reactants are: [O:1]1[C:5]2[CH:6]=[CH:7][C:8]([C:10]3([C:13]([OH:15])=O)[CH2:12][CH2:11]3)=[CH:9][C:4]=2[O:3][CH2:2]1.[C:16]([C:20]1[NH:21][C:22]2[C:27]([CH:28]=1)=[CH:26][C:25]([N+:29]([O-])=O)=[C:24]([F:32])[CH:23]=2)([CH3:19])([CH3:18])[CH3:17].